Dataset: Forward reaction prediction with 1.9M reactions from USPTO patents (1976-2016). Task: Predict the product of the given reaction. Given the reactants [CH:1]1[C:14]2[C:5](=[N:6][C:7]3[C:12]([C:13]=2[C:15]([O:17][C:18]2[CH:23]=[CH:22][C:21]([O:24][Si:25]([C:28]([CH3:31])([CH3:30])[CH3:29])([CH3:27])[CH3:26])=[CH:20][CH:19]=2)=[O:16])=[CH:11][CH:10]=[CH:9][CH:8]=3)[CH:4]=[CH:3][CH:2]=1.[F:32][C:33]([F:40])([F:39])[S:34]([O:37]C)(=[O:36])=[O:35], predict the reaction product. The product is: [F:32][C:33]([F:40])([F:39])[S:34]([O-:37])(=[O:36])=[O:35].[CH3:33][N+:6]1[C:7]2[C:12](=[CH:11][CH:10]=[CH:9][CH:8]=2)[C:13]([C:15]([O:17][C:18]2[CH:19]=[CH:20][C:21]([O:24][Si:25]([C:28]([CH3:31])([CH3:30])[CH3:29])([CH3:26])[CH3:27])=[CH:22][CH:23]=2)=[O:16])=[C:14]2[C:5]=1[CH:4]=[CH:3][CH:2]=[CH:1]2.